This data is from NCI-60 drug combinations with 297,098 pairs across 59 cell lines. The task is: Regression. Given two drug SMILES strings and cell line genomic features, predict the synergy score measuring deviation from expected non-interaction effect. (1) Drug 1: COC1=C(C=C2C(=C1)N=CN=C2NC3=CC(=C(C=C3)F)Cl)OCCCN4CCOCC4. Drug 2: C1=CN(C=N1)CC(O)(P(=O)(O)O)P(=O)(O)O. Cell line: SNB-75. Synergy scores: CSS=17.3, Synergy_ZIP=-8.43, Synergy_Bliss=-5.87, Synergy_Loewe=-6.65, Synergy_HSA=-4.29. (2) Drug 1: C1CN1C2=NC(=NC(=N2)N3CC3)N4CC4. Drug 2: CC(C)(C#N)C1=CC(=CC(=C1)CN2C=NC=N2)C(C)(C)C#N. Cell line: SF-539. Synergy scores: CSS=31.6, Synergy_ZIP=3.66, Synergy_Bliss=0.242, Synergy_Loewe=-3.52, Synergy_HSA=-3.74.